From a dataset of Forward reaction prediction with 1.9M reactions from USPTO patents (1976-2016). Predict the product of the given reaction. (1) Given the reactants [C:1]([OH:5])(=[O:4])[CH:2]=[CH2:3].O.[PH2:7]([O-:9])=[O:8].[Na+].[CH2:11]=[CH:12][CH3:13], predict the reaction product. The product is: [CH2:11]([P:7]([OH:9])([CH2:3][CH2:2][C:1]([OH:5])=[O:4])=[O:8])[CH2:12][CH3:13]. (2) Given the reactants [C:1]1(=O)[O:11][CH:4]([CH2:5][CH2:6][CH2:7][CH:8]=[CH:9][CH3:10])[CH2:3][CH2:2]1.CCCCCCCC1O[C:23](=[O:24])CC1.C1CCCCCCC(=O)OCCCCCCC1.C1CCCCCCCOC(=O)CCCCCCC1.C1(=O)OCCCCCCC=CCCCCCCC1.C1CCCCC(=O)OCCCCOCCCCC1.C1(=O)OCCOC(=O)CCCCCCCCCC1.C1(=O)OCCOC(=O)CCCCCCCCCCC1.O1C2C(=CC=CC=2)C=CC1=O.O1C2C(=CC=CC=2)CCC1=O.O1C2C(CCCC2)CCC1=O, predict the reaction product. The product is: [CH3:1][O:11][C:4]1[C:5](=[CH:6][C:7](=[CH:2][CH:3]=1)[CH:8]=[CH:9][CH3:10])[O:24][CH3:23]. (3) Given the reactants [Cl-:1].[N+]([C:5]1[CH:10]=[C:9]([N+]([O-])=O)[CH:8]=[CH:7][C:6]=1[N+:14]1[CH:19]=[CH:18][C:17]([C:20]2[CH:25]=[CH:24][NH+:23]=[CH:22][CH:21]=2)=[CH:16][CH:15]=1)([O-])=O.[Cl-].[CH:27](C1C=CC=CC=1N)([CH3:29])[CH3:28], predict the reaction product. The product is: [Cl-:1].[CH:27]([C:5]1[CH:10]=[CH:9][CH:8]=[CH:7][C:6]=1[N+:14]1[CH:19]=[CH:18][C:17]([C:20]2[CH:25]=[CH:24][NH+:23]=[CH:22][CH:21]=2)=[CH:16][CH:15]=1)([CH3:29])[CH3:28].[Cl-:1]. (4) Given the reactants C(N(CC)CC)C.[CH:8]([C:11]1[CH:17]=[C:16]([CH:18]([CH3:20])[CH3:19])[CH:15]=[C:14]([CH:21]([CH3:23])[CH3:22])[C:12]=1[NH2:13])([CH3:10])[CH3:9].[Br:24][CH2:25][C:26](Br)=[O:27], predict the reaction product. The product is: [Br:24][CH2:25][C:26]([NH:13][C:12]1[C:11]([CH:8]([CH3:10])[CH3:9])=[CH:17][C:16]([CH:18]([CH3:20])[CH3:19])=[CH:15][C:14]=1[CH:21]([CH3:23])[CH3:22])=[O:27].